This data is from Full USPTO retrosynthesis dataset with 1.9M reactions from patents (1976-2016). The task is: Predict the reactants needed to synthesize the given product. (1) Given the product [F:15][C:12]1[CH:11]=[CH:10][C:9]([C:7]2[O:8][C:4]3[CH:3]=[C:2]([NH:1][S:33]([CH3:32])(=[O:35])=[O:34])[C:21]([O:22][CH:23]([CH3:25])[CH3:24])=[CH:20][C:5]=3[C:6]=2[C:16]([O:18][CH3:19])=[O:17])=[CH:14][CH:13]=1, predict the reactants needed to synthesize it. The reactants are: [NH2:1][C:2]1[C:21]([O:22][CH:23]([CH3:25])[CH3:24])=[CH:20][C:5]2[C:6]([C:16]([O:18][CH3:19])=[O:17])=[C:7]([C:9]3[CH:14]=[CH:13][C:12]([F:15])=[CH:11][CH:10]=3)[O:8][C:4]=2[CH:3]=1.N1C=CC=CC=1.[CH3:32][S:33](Cl)(=[O:35])=[O:34]. (2) Given the product [F:1][C:2]1[CH:3]=[C:4]([C:10]2[CH2:11][CH2:12][CH2:13][C:14]3[CH:26]=[C:25]([OH:27])[CH:24]=[CH:23][C:15]=3[C:16]=2[CH2:17][CH2:18][CH2:19][CH2:20][CH2:21][OH:22])[CH:5]=[CH:6][C:7]=1[OH:8], predict the reactants needed to synthesize it. The reactants are: [F:1][C:2]1[CH:3]=[C:4]([C:10]2[CH2:11][CH2:12][CH2:13][C:14]3[CH:26]=[C:25]([O:27]C)[CH:24]=[CH:23][C:15]=3[C:16]=2[CH2:17][CH2:18][CH2:19][CH2:20][CH2:21][OH:22])[CH:5]=[CH:6][C:7]=1[O:8]C.C[S-].[Na+]. (3) The reactants are: Cl.Br[C:3]1[CH:8]=[CH:7][N:6]=[CH:5][CH:4]=1.C(=O)([O-])[O-].[Na+].[Na+].[CH:15]([C:17]1[CH:18]=[C:19](B(O)O)[CH:20]=[CH:21][CH:22]=1)=[O:16]. Given the product [N:6]1[CH:7]=[CH:8][C:3]([C:21]2[CH:22]=[C:17]([CH:18]=[CH:19][CH:20]=2)[CH:15]=[O:16])=[CH:4][CH:5]=1, predict the reactants needed to synthesize it. (4) Given the product [C:1]1([S:7]([N:10]2[C:18]3[C:13](=[N:14][C:15]([Cl:20])=[C:16]([C:32]4[CH:33]=[CH:34][C:29]([C:27]#[N:28])=[CH:30][CH:31]=4)[CH:17]=3)[CH:12]=[CH:11]2)(=[O:9])=[O:8])[CH:6]=[CH:5][CH:4]=[CH:3][CH:2]=1, predict the reactants needed to synthesize it. The reactants are: [C:1]1([S:7]([N:10]2[C:18]3[C:13](=[N:14][C:15]([Cl:20])=[C:16](Br)[CH:17]=3)[CH:12]=[CH:11]2)(=[O:9])=[O:8])[CH:6]=[CH:5][CH:4]=[CH:3][CH:2]=1.C(=O)([O-])[O-].[Na+].[Na+].[C:27]([C:29]1[CH:34]=[CH:33][C:32](B(O)O)=[CH:31][CH:30]=1)#[N:28]. (5) Given the product [CH2:27]([NH:31][C:16]([C:14]1[S:15][C:11]([C:6]2[CH:7]=[CH:8][C:9](=[O:10])[N:4]([CH:1]([CH3:3])[CH3:2])[N:5]=2)=[C:12]([C:21]2[CH:22]=[CH:23][CH:24]=[CH:25][CH:26]=2)[N:13]=1)=[O:17])[CH2:28][CH2:29][CH3:30], predict the reactants needed to synthesize it. The reactants are: [CH:1]([N:4]1[C:9](=[O:10])[CH:8]=[CH:7][C:6]([C:11]2[S:15][C:14]([C:16](OCC)=[O:17])=[N:13][C:12]=2[C:21]2[CH:26]=[CH:25][CH:24]=[CH:23][CH:22]=2)=[N:5]1)([CH3:3])[CH3:2].[CH2:27]([NH2:31])[CH2:28][CH2:29][CH3:30].O.Cl. (6) Given the product [F:13][C:10]([F:11])([F:12])[S:7]([O:6][C:18]1[CH:19]=[C:20]2[C:43](=[CH:44][C:17]=1[CH3:16])[C:24]1=[N:25][O:26][C:27]([C:28]3[C:32]([C:33]([F:34])([F:35])[F:36])=[C:31]([C:37]4[CH:42]=[CH:41][CH:40]=[CH:39][CH:38]=4)[O:30][N:29]=3)=[C:23]1[CH2:22][CH2:21]2)(=[O:8])=[O:9], predict the reactants needed to synthesize it. The reactants are: FC(F)(F)S([O:6][S:7]([C:10]([F:13])([F:12])[F:11])(=[O:9])=[O:8])(=O)=O.[CH3:16][C:17]1[CH:44]=[C:43]2[C:20]([CH2:21][CH2:22][C:23]3[C:24]2=[N:25][O:26][C:27]=3[C:28]2[C:32]([C:33]([F:36])([F:35])[F:34])=[C:31]([C:37]3[CH:42]=[CH:41][CH:40]=[CH:39][CH:38]=3)[O:30][N:29]=2)=[CH:19][C:18]=1O.CCCCCC.